From a dataset of Peptide-MHC class I binding affinity with 185,985 pairs from IEDB/IMGT. Regression. Given a peptide amino acid sequence and an MHC pseudo amino acid sequence, predict their binding affinity value. This is MHC class I binding data. The peptide sequence is QVDCFLWHV. The MHC is HLA-A02:01 with pseudo-sequence HLA-A02:01. The binding affinity (normalized) is 0.755.